From a dataset of Reaction yield outcomes from USPTO patents with 853,638 reactions. Predict the reaction yield, written as a fraction of the theoretical maximum amount of product (1.0 means a 100% yield; for example, 0.34 means a 34% yield). (1) The reactants are C[O:2][C:3](=[O:24])[C@@H:4]([N:9]1[CH2:13][C:12]([O:14][C:15]2[CH:20]=[CH:19][CH:18]=[C:17]([Cl:21])[C:16]=2[F:22])=[CH:11][C:10]1=[O:23])[CH2:5][CH:6]([CH3:8])[CH3:7].O.[OH-].[Li+]. The catalyst is O1CCCC1.O. The product is [Cl:21][C:17]1[C:16]([F:22])=[C:15]([CH:20]=[CH:19][CH:18]=1)[O:14][C:12]1[CH2:13][N:9]([C@@H:4]([CH2:5][CH:6]([CH3:8])[CH3:7])[C:3]([OH:24])=[O:2])[C:10](=[O:23])[CH:11]=1. The yield is 0.900. (2) The reactants are Cl.[C:2](Cl)(=O)[CH3:3].[NH2:6][C:7]1[N:12]=[C:11]([C:13]2[CH:18]=[CH:17][C:16]([Cl:19])=[CH:15][C:14]=2[F:20])[N:10]=[C:9]([C:21]([OH:23])=[O:22])[C:8]=1[Cl:24].C(OCC)(=O)C.CCCCCC. The catalyst is C(O)C. The product is [CH2:2]([O:22][C:21]([C:9]1[C:8]([Cl:24])=[C:7]([NH2:6])[N:12]=[C:11]([C:13]2[CH:18]=[CH:17][C:16]([Cl:19])=[CH:15][C:14]=2[F:20])[N:10]=1)=[O:23])[CH3:3]. The yield is 0.635. (3) The reactants are [Li+].[OH-].C[O:4][C:5](=[O:45])[CH:6]([N:18]1[CH2:23][CH2:22][N:21]([C:24](=[O:42])[CH:25]([NH:34][C:35]([O:37][C:38]([CH3:41])([CH3:40])[CH3:39])=[O:36])[CH2:26][C:27]2[CH:32]=[CH:31][C:30]([Cl:33])=[CH:29][CH:28]=2)[CH:20]([CH2:43][CH3:44])[CH2:19]1)[CH2:7][C:8]1[CH:17]=[CH:16][C:15]2[C:10](=[CH:11][CH:12]=[CH:13][CH:14]=2)[CH:9]=1.Cl. The catalyst is C1COCC1.O. The product is [C:38]([O:37][C:35]([NH:34][CH:25]([CH2:26][C:27]1[CH:32]=[CH:31][C:30]([Cl:33])=[CH:29][CH:28]=1)[C:24]([N:21]1[CH2:22][CH2:23][N:18]([CH:6]([CH2:7][C:8]2[CH:17]=[CH:16][C:15]3[C:10](=[CH:11][CH:12]=[CH:13][CH:14]=3)[CH:9]=2)[C:5]([OH:45])=[O:4])[CH2:19][CH:20]1[CH2:43][CH3:44])=[O:42])=[O:36])([CH3:39])([CH3:40])[CH3:41]. The yield is 1.00. (4) The reactants are [F:1][C:2]1[CH:3]=[CH:4][C:5]([O:9][CH3:10])=[C:6]([CH:8]=1)[NH2:7].Br.Br[CH:13]([C:15]1[CH:16]=[C:17]([C:32]([N:34]([CH3:36])[CH3:35])=[O:33])[CH:18]=[C:19]2[C:24]=1[O:23][C:22]([N:25]1[CH2:30][CH2:29][O:28][CH2:27][CH2:26]1)=[CH:21][C:20]2=[O:31])[CH3:14]. No catalyst specified. The product is [F:1][C:2]1[CH:3]=[CH:4][C:5]([O:9][CH3:10])=[C:6]([NH:7][CH:13]([C:15]2[CH:16]=[C:17]([C:32]([N:34]([CH3:36])[CH3:35])=[O:33])[CH:18]=[C:19]3[C:24]=2[O:23][C:22]([N:25]2[CH2:30][CH2:29][O:28][CH2:27][CH2:26]2)=[CH:21][C:20]3=[O:31])[CH3:14])[CH:8]=1. The yield is 0.560. (5) The reactants are [CH3:1][O:2][C:3](=[O:20])[CH:4]([NH:12][C:13]([O:15][C:16]([CH3:19])([CH3:18])[CH3:17])=[O:14])[C:5]1[CH:10]=[CH:9][C:8]([OH:11])=[CH:7][CH:6]=1.[CH3:21][O:22][CH2:23][CH2:24]Br.C(=O)([O-])[O-].[Cs+].[Cs+]. The catalyst is CN(C=O)C.[I-].C([N+](CCCC)(CCCC)CCCC)CCC. The product is [CH3:1][O:2][C:3](=[O:20])[CH:4]([NH:12][C:13]([O:15][C:16]([CH3:17])([CH3:19])[CH3:18])=[O:14])[C:5]1[CH:6]=[CH:7][C:8]([O:11][CH2:24][CH2:23][O:22][CH3:21])=[CH:9][CH:10]=1. The yield is 0.720. (6) The product is [Cl:13][C:14]1[CH:15]=[C:16]([CH:17]=[CH:18][CH:19]=1)[O:20][C:2]1[CH:7]=[CH:6][N:5]2[N:8]=[CH:9][C:10]([CH:11]=[O:12])=[C:4]2[N:3]=1. The yield is 0.930. The reactants are Cl[C:2]1[CH:7]=[CH:6][N:5]2[N:8]=[CH:9][C:10]([CH:11]=[O:12])=[C:4]2[N:3]=1.[Cl:13][C:14]1[CH:15]=[C:16]([OH:20])[CH:17]=[CH:18][CH:19]=1.C([O-])([O-])=O.[K+].[K+].O. The catalyst is CN(C=O)C. (7) The catalyst is O1CCCC1. The product is [CH3:27][C:26]1[O:25][C:24]([C:28]2[CH:29]=[CH:30][CH:31]=[CH:32][CH:33]=2)=[N:23][C:22]=1[CH2:21][CH2:20][O:19][C:16]1[N:17]=[CH:18][C:13]([CH2:12][C:2]2([C:6]([O:8][CH2:9][CH3:10])=[O:7])[CH2:3][CH2:4][CH2:5][O:1]2)=[CH:14][CH:15]=1. The yield is 0.900. The reactants are [O:1]1[CH2:5][CH2:4][CH2:3][CH:2]1[C:6]([O:8][CH2:9][CH3:10])=[O:7].I[CH2:12][C:13]1[CH:14]=[CH:15][C:16]([O:19][CH2:20][CH2:21][C:22]2[N:23]=[C:24]([C:28]3[CH:33]=[CH:32][CH:31]=[CH:30][CH:29]=3)[O:25][C:26]=2[CH3:27])=[N:17][CH:18]=1.